From a dataset of NCI-60 drug combinations with 297,098 pairs across 59 cell lines. Regression. Given two drug SMILES strings and cell line genomic features, predict the synergy score measuring deviation from expected non-interaction effect. (1) Drug 1: CN(C)C1=NC(=NC(=N1)N(C)C)N(C)C. Drug 2: CCC1(CC2CC(C3=C(CCN(C2)C1)C4=CC=CC=C4N3)(C5=C(C=C6C(=C5)C78CCN9C7C(C=CC9)(C(C(C8N6C=O)(C(=O)OC)O)OC(=O)C)CC)OC)C(=O)OC)O.OS(=O)(=O)O. Cell line: K-562. Synergy scores: CSS=68.6, Synergy_ZIP=8.29, Synergy_Bliss=9.47, Synergy_Loewe=-62.2, Synergy_HSA=3.63. (2) Drug 1: CCC(=C(C1=CC=CC=C1)C2=CC=C(C=C2)OCCN(C)C)C3=CC=CC=C3.C(C(=O)O)C(CC(=O)O)(C(=O)O)O. Drug 2: CC1=C(C=C(C=C1)NC(=O)C2=CC=C(C=C2)CN3CCN(CC3)C)NC4=NC=CC(=N4)C5=CN=CC=C5. Cell line: SK-OV-3. Synergy scores: CSS=-0.946, Synergy_ZIP=2.25, Synergy_Bliss=3.82, Synergy_Loewe=-0.624, Synergy_HSA=0.262. (3) Drug 1: CC1OCC2C(O1)C(C(C(O2)OC3C4COC(=O)C4C(C5=CC6=C(C=C35)OCO6)C7=CC(=C(C(=C7)OC)O)OC)O)O. Drug 2: C1C(C(OC1N2C=NC3=C2NC=NCC3O)CO)O. Cell line: ACHN. Synergy scores: CSS=49.9, Synergy_ZIP=-2.74, Synergy_Bliss=-3.27, Synergy_Loewe=-18.1, Synergy_HSA=-1.37. (4) Drug 1: CN1C2=C(C=C(C=C2)N(CCCl)CCCl)N=C1CCCC(=O)O.Cl. Drug 2: C1C(C(OC1N2C=NC3=C2NC=NCC3O)CO)O. Cell line: K-562. Synergy scores: CSS=2.92, Synergy_ZIP=0.674, Synergy_Bliss=1.91, Synergy_Loewe=1.89, Synergy_HSA=1.48. (5) Drug 1: C1=CC=C(C=C1)NC(=O)CCCCCCC(=O)NO. Drug 2: C1C(C(OC1N2C=NC(=NC2=O)N)CO)O. Cell line: SK-MEL-5. Synergy scores: CSS=23.7, Synergy_ZIP=-1.48, Synergy_Bliss=0.0710, Synergy_Loewe=0.144, Synergy_HSA=-0.0215. (6) Drug 1: CC1OCC2C(O1)C(C(C(O2)OC3C4COC(=O)C4C(C5=CC6=C(C=C35)OCO6)C7=CC(=C(C(=C7)OC)O)OC)O)O. Drug 2: CC1=C(C(=O)C2=C(C1=O)N3CC4C(C3(C2COC(=O)N)OC)N4)N. Cell line: TK-10. Synergy scores: CSS=33.3, Synergy_ZIP=-4.87, Synergy_Bliss=6.43, Synergy_Loewe=7.97, Synergy_HSA=9.07.